Dataset: Peptide-MHC class I binding affinity with 185,985 pairs from IEDB/IMGT. Task: Regression. Given a peptide amino acid sequence and an MHC pseudo amino acid sequence, predict their binding affinity value. This is MHC class I binding data. (1) The peptide sequence is QKEEAAICGQMDLS. The MHC is HLA-B40:01 with pseudo-sequence HLA-B40:01. The binding affinity (normalized) is 0. (2) The peptide sequence is GEDDDMLPW. The MHC is HLA-A31:01 with pseudo-sequence HLA-A31:01. The binding affinity (normalized) is 0.0847. (3) The peptide sequence is QALNSVANR. The MHC is HLA-A33:01 with pseudo-sequence HLA-A33:01. The binding affinity (normalized) is 0.571. (4) The peptide sequence is MSSAAHLLY. The MHC is HLA-A24:02 with pseudo-sequence HLA-A24:02. The binding affinity (normalized) is 0.0847.